From a dataset of Peptide-MHC class I binding affinity with 185,985 pairs from IEDB/IMGT. Regression. Given a peptide amino acid sequence and an MHC pseudo amino acid sequence, predict their binding affinity value. This is MHC class I binding data. (1) The peptide sequence is YQVPSLQYL. The MHC is Mamu-A07 with pseudo-sequence Mamu-A07. The binding affinity (normalized) is 0.283. (2) The peptide sequence is RYRRLIQIL. The binding affinity (normalized) is 0.0847. The MHC is HLA-B15:17 with pseudo-sequence HLA-B15:17. (3) The peptide sequence is AAVLLGAPV. The MHC is H-2-Db with pseudo-sequence H-2-Db. The binding affinity (normalized) is 0.453.